From a dataset of Reaction yield outcomes from USPTO patents with 853,638 reactions. Predict the reaction yield, written as a fraction of the theoretical maximum amount of product (1.0 means a 100% yield; for example, 0.34 means a 34% yield). (1) The reactants are [ClH:1].C(OC([N:9]1[CH2:14][CH2:13][C:12]([N:20]([CH3:22])[CH3:21])([C:15]2[S:16][CH:17]=[CH:18][CH:19]=2)[CH2:11][CH2:10]1)=O)(C)(C)C.CCOC(C)=O.CCCCCC. The catalyst is C(Cl)(Cl)Cl. The product is [ClH:1].[ClH:1].[CH3:21][N:20]([CH3:22])[C:12]1([C:15]2[S:16][CH:17]=[CH:18][CH:19]=2)[CH2:13][CH2:14][NH:9][CH2:10][CH2:11]1. The yield is 0.980. (2) The reactants are S(C)C.[CH:4]1([N:9]2[C:18]3[N:17]=[C:16]([NH:19][C:20]4[CH:35]=[CH:34][C:23]([C:24]([NH:26][CH:27]5[CH2:32][CH2:31][N:30]([CH3:33])[CH2:29][CH2:28]5)=[O:25])=[CH:22][C:21]=4[O:36][CH2:37][CH3:38])[N:15]=[CH:14][C:13]=3[N:12]([CH3:39])[C:11](=O)[C@H:10]2[CH2:41][CH3:42])[CH2:8][CH2:7][CH2:6][CH2:5]1.Cl. The catalyst is C1COCC1.O. The product is [NH3:9].[CH:4]1([N:9]2[C:18]3[N:17]=[C:16]([NH:19][C:20]4[CH:35]=[CH:34][C:23]([C:24]([NH:26][CH:27]5[CH2:32][CH2:31][N:30]([CH3:33])[CH2:29][CH2:28]5)=[O:25])=[CH:22][C:21]=4[O:36][CH2:37][CH3:38])[N:15]=[CH:14][C:13]=3[N:12]([CH3:39])[CH2:11][C@H:10]2[CH2:41][CH3:42])[CH2:8][CH2:7][CH2:6][CH2:5]1. The yield is 0.0100. (3) The reactants are [F:1][C:2]1[CH:10]=[C:9]2[C:5]([CH:6]=[CH:7][NH:8]2)=[CH:4][CH:3]=1.[H-].[Na+].[CH3:13]I.[Cl-].[NH4+]. The catalyst is CN(C=O)C. The product is [F:1][C:2]1[CH:10]=[C:9]2[C:5]([CH:6]=[CH:7][N:8]2[CH3:13])=[CH:4][CH:3]=1. The yield is 0.990. (4) The reactants are [CH3:1][C:2]1[N:3]=[C:4](S)[N:5]([CH2:7][C:8]2([C:14]3[CH:19]=[CH:18][C:17]([O:20][CH2:21][CH2:22][CH2:23][N:24]4[CH2:28][CH2:27][CH2:26][CH2:25]4)=[CH:16][CH:15]=3)[CH2:13][CH2:12][O:11][CH2:10][CH2:9]2)[CH:6]=1.O. The catalyst is C(O)C.[Ni]. The product is [CH3:1][C:2]1[N:3]=[CH:4][N:5]([CH2:7][C:8]2([C:14]3[CH:19]=[CH:18][C:17]([O:20][CH2:21][CH2:22][CH2:23][N:24]4[CH2:28][CH2:27][CH2:26][CH2:25]4)=[CH:16][CH:15]=3)[CH2:13][CH2:12][O:11][CH2:10][CH2:9]2)[CH:6]=1. The yield is 0.160. (5) The reactants are [N:1]([CH2:4][CH2:5][NH:6][C:7](=[O:21])[CH2:8][CH2:9][CH2:10][CH2:11][CH2:12][CH2:13][CH2:14][CH2:15][CH2:16][CH2:17]CCC)=[N+:2]=[N-:3].[CH2:22](C1C=CC(C(Cl)=O)=CC=1)[CH2:23]CCCC.N(CCN)=[N+]=[N-].C(N(CC)CC)C. The catalyst is ClCCl. The product is [N:1]([CH2:4][CH2:5][NH:6][C:7](=[O:21])[C:8]1[CH:9]=[CH:10][C:11]([CH2:12][CH2:13][CH2:14][CH2:15][CH2:16][CH3:17])=[CH:23][CH:22]=1)=[N+:2]=[N-:3]. The yield is 0.840. (6) The reactants are [Br:1][C:2]1[C:10]2[C:6](=[CH:7][N:8]([CH3:11])[N:9]=2)[CH:5]=[CH:4][CH:3]=1.S(Cl)([Cl:15])(=O)=O.[OH-].[Na+]. The catalyst is C(O)(=O)C. The product is [Br:1][C:2]1[C:10]2[C:6](=[C:7]([Cl:15])[N:8]([CH3:11])[N:9]=2)[CH:5]=[CH:4][CH:3]=1. The yield is 0.900. (7) The reactants are [NH2:1][C:2]1[CH:3]=[C:4]([CH:8]=[CH:9][CH:10]=1)[C:5]([OH:7])=[O:6].C(N(C(C)C)C(C)C)C.[C:20]([NH:37][CH2:38][C:39](Cl)=[O:40])([O:22][CH2:23][CH:24]1[C:36]2[C:31](=[CH:32][CH:33]=[CH:34][CH:35]=2)[C:30]2[C:25]1=[CH:26][CH:27]=[CH:28][CH:29]=2)=[O:21].Cl. The catalyst is C1COCC1.C(Cl)Cl. The product is [CH:26]1[C:25]2[CH:24]([CH2:23][O:22][C:20]([NH:37][CH2:38][C:39]([NH:1][C:2]3[CH:3]=[C:4]([CH:8]=[CH:9][CH:10]=3)[C:5]([OH:7])=[O:6])=[O:40])=[O:21])[C:36]3[C:31](=[CH:32][CH:33]=[CH:34][CH:35]=3)[C:30]=2[CH:29]=[CH:28][CH:27]=1. The yield is 0.430. (8) The reactants are [F:1][C:2]1[C:3]([F:12])=[CH:4][C:5]2[S:9][C:8]([NH2:10])=[N:7][C:6]=2[CH:11]=1.[F:13][C:14]([F:26])([F:25])[O:15][C:16]1[CH:24]=[CH:23][C:19]([C:20](Cl)=[O:21])=[CH:18][CH:17]=1.Br[CH:28]([CH2:33][CH3:34])[C:29]([O:31]C)=[O:30].COC1C=CC2N=C(N)SC=2C=1.ClC1C=C(C=CC=1)C(Cl)=O.BrCC(OCC)=O. No catalyst specified. The product is [F:1][C:2]1[C:3]([F:12])=[CH:4][C:5]2[S:9][C:8](=[N:10][C:20](=[O:21])[C:19]3[CH:23]=[CH:24][C:16]([O:15][C:14]([F:26])([F:25])[F:13])=[CH:17][CH:18]=3)[N:7]([CH:28]([CH2:33][CH3:34])[C:29]([OH:31])=[O:30])[C:6]=2[CH:11]=1. The yield is 0.240. (9) The reactants are [NH2:1][C:2]1[N:23]=[CH:22][CH:21]=[CH:20][C:3]=1[C:4]([NH:6][CH2:7][C:8]1[S:9][C:10]([O:13][C:14]2[CH:19]=[CH:18][CH:17]=[CH:16][CH:15]=2)=[CH:11][CH:12]=1)=[O:5].CN(C)C=O.[Cl:29]N1C(=O)CCC1=O. The catalyst is C(#N)C.O.FC(F)(F)C(O)=O. The product is [NH2:1][C:2]1[N:23]=[CH:22][CH:21]=[CH:20][C:3]=1[C:4]([NH:6][CH2:7][C:8]1[S:9][C:10]([O:13][C:14]2[CH:19]=[CH:18][CH:17]=[CH:16][CH:15]=2)=[C:11]([Cl:29])[CH:12]=1)=[O:5]. The yield is 0.240.